Predict the product of the given reaction. From a dataset of Forward reaction prediction with 1.9M reactions from USPTO patents (1976-2016). (1) Given the reactants [Si:1]([O:8][CH2:9][C@@H:10]([NH:15][C:16]([C:18]1[N:19]=[C:20]([N:23]2[CH2:26][CH:25](OS(C)(=O)=O)[CH2:24]2)[S:21][CH:22]=1)=[O:17])[CH2:11][CH:12]([CH3:14])[CH3:13])([C:4]([CH3:7])([CH3:6])[CH3:5])([CH3:3])[CH3:2].[C:32]([O-:35])(=[S:34])[CH3:33].[K+], predict the reaction product. The product is: [C:32]([S:34][CH:25]1[CH2:26][N:23]([C:20]2[S:21][CH:22]=[C:18]([C:16](=[O:17])[NH:15][C@H:10]([CH2:9][O:8][Si:1]([C:4]([CH3:5])([CH3:6])[CH3:7])([CH3:3])[CH3:2])[CH2:11][CH:12]([CH3:13])[CH3:14])[N:19]=2)[CH2:24]1)(=[O:35])[CH3:33]. (2) Given the reactants I[C:2]1[C:10]2[O:9][CH:8]=[CH:7][C:6]=2[CH:5]=[C:4]([N+:11]([O-:13])=[O:12])[CH:3]=1.[NH2:14][CH2:15][CH2:16][N:17]1[CH2:22][CH2:21][O:20][CH2:19][CH2:18]1.CC([O-])(C)C.[Na+].CC1(C)C2C(=C(P(C3C=CC=CC=3)C3C=CC=CC=3)C=CC=2)OC2C(P(C3C=CC=CC=3)C3C=CC=CC=3)=CC=CC1=2, predict the reaction product. The product is: [N:17]1([CH2:16][CH2:15][NH:14][C:2]2[C:10]3[O:9][CH:8]=[CH:7][C:6]=3[CH:5]=[C:4]([N+:11]([O-:13])=[O:12])[CH:3]=2)[CH2:22][CH2:21][O:20][CH2:19][CH2:18]1. (3) The product is: [Br:18][C:13]1[CH:14]=[N:15][N:16]([CH3:17])[C:12]=1[C:4]1[CH:5]=[C:6]([C:8]([OH:10])=[O:9])[S:7][C:3]=1[CH2:1][CH3:2]. Given the reactants [CH2:1]([C:3]1[S:7][C:6]([C:8]([O:10]C)=[O:9])=[CH:5][C:4]=1[C:12]1[N:16]([CH3:17])[N:15]=[CH:14][CH:13]=1)[CH3:2].[Br:18]N1C(=O)CCC1=O.[OH-].[Na+], predict the reaction product. (4) Given the reactants Br[C:2]1[CH:7]=[CH:6][C:5]([C@@H:8]([N:10]2[CH2:16][CH2:15][CH2:14][C@:13]([CH2:23][C:24]([CH3:26])=[CH2:25])([C:17]3[CH:22]=[CH:21][CH:20]=[CH:19][CH:18]=3)[NH:12][C:11]2=[O:27])[CH3:9])=[CH:4][CH:3]=1.[B:28]1([B:28]2[O:32][C:31]([CH3:34])([CH3:33])[C:30]([CH3:36])([CH3:35])[O:29]2)[O:32][C:31]([CH3:34])([CH3:33])[C:30]([CH3:36])([CH3:35])[O:29]1.C([O-])(=O)C.[K+].CS(C)=O, predict the reaction product. The product is: [CH3:26][C:24](=[CH2:25])[CH2:23][C@:13]1([C:17]2[CH:22]=[CH:21][CH:20]=[CH:19][CH:18]=2)[CH2:14][CH2:15][CH2:16][N:10]([C@H:8]([C:5]2[CH:6]=[CH:7][C:2]([B:28]3[O:32][C:31]([CH3:34])([CH3:33])[C:30]([CH3:36])([CH3:35])[O:29]3)=[CH:3][CH:4]=2)[CH3:9])[C:11](=[O:27])[NH:12]1. (5) Given the reactants [C:1]1([C@H:7]2[O:9][C@@H:8]2[CH2:10][OH:11])[CH:6]=[CH:5][CH:4]=[CH:3][CH:2]=1.[CH2:12]([O:19][C:20]1[CH:21]=[C:22]2[C:26](=[CH:27][CH:28]=1)[NH:25][CH2:24][CH2:23]2)[C:13]1[CH:18]=[CH:17][CH:16]=[CH:15][CH:14]=1, predict the reaction product. The product is: [CH2:12]([O:19][C:20]1[CH:21]=[C:22]2[C:26](=[CH:27][CH:28]=1)[N:25]([C@@H:7]([C:1]1[CH:6]=[CH:5][CH:4]=[CH:3][CH:2]=1)[C@H:8]([OH:9])[CH2:10][OH:11])[CH2:24][CH2:23]2)[C:13]1[CH:14]=[CH:15][CH:16]=[CH:17][CH:18]=1. (6) Given the reactants [Cl:1][C:2]1[N:7]=[C:6]([C:8]([O:10]C)=[O:9])[C:5]([CH3:12])=[CH:4][CH:3]=1.[OH-].[K+:14], predict the reaction product. The product is: [Cl:1][C:2]1[N:7]=[C:6]([C:8]([O-:10])=[O:9])[C:5]([CH3:12])=[CH:4][CH:3]=1.[K+:14]. (7) Given the reactants [NH2:1][C:2]1[C:3]([C:15]([NH2:17])=[O:16])=[N:4][N:5]([C:7]2[CH:12]=[CH:11][C:10]([Br:13])=[C:9]([F:14])[CH:8]=2)[CH:6]=1.C(O)(=O)C.CC(O)C.[O-:26][C:27]#[N:28].[K+], predict the reaction product. The product is: [NH2:28][C:27]([NH:1][C:2]1[C:3]([C:15]([NH2:17])=[O:16])=[N:4][N:5]([C:7]2[CH:12]=[CH:11][C:10]([Br:13])=[C:9]([F:14])[CH:8]=2)[CH:6]=1)=[O:26]. (8) The product is: [Cl:1][C:2]1[CH:3]=[CH:4][C:5]([C@H:8]2[C:12]3[N:13]([CH:22]([CH3:24])[CH3:23])[C:14]([C:16]4[CH2:17][CH2:18][O:19][CH2:20][CH:21]=4)=[N:15][C:11]=3[C:10](=[O:25])[N:9]2[C:26]2[CH:27]=[C:28]([CH3:36])[C:29]3[N:33]=[N:32][N:31]([CH3:34])[C:30]=3[CH:35]=2)=[CH:6][CH:7]=1. Given the reactants [Cl:1][C:2]1[CH:7]=[CH:6][C:5]([CH:8]2[C:12]3[N:13]([CH:22]([CH3:24])[CH3:23])[C:14]([C:16]4[CH2:17][CH2:18][O:19][CH2:20][CH:21]=4)=[N:15][C:11]=3[C:10](=[O:25])[N:9]2[C:26]2[CH:27]=[C:28]([CH3:36])[C:29]3[N:33]=[N:32][N:31]([CH3:34])[C:30]=3[CH:35]=2)=[CH:4][CH:3]=1, predict the reaction product.